This data is from Forward reaction prediction with 1.9M reactions from USPTO patents (1976-2016). The task is: Predict the product of the given reaction. (1) Given the reactants [N+:1]([C:4]1[CH:5]=[N:6][C:7]2[C:12]([C:13]=1O)=[CH:11][CH:10]=[CH:9][CH:8]=2)([O-:3])=[O:2].P(Cl)(Cl)([Cl:17])=O, predict the reaction product. The product is: [N+:1]([C:4]1[CH:5]=[N:6][C:7]2[C:12]([C:13]=1[Cl:17])=[CH:11][CH:10]=[CH:9][CH:8]=2)([O-:3])=[O:2]. (2) Given the reactants C(OC([CH2:6][O:7][CH2:8][C@@H:9]([NH:17][C:18](=[O:24])OC(C)(C)C)[C:10]1[CH:15]=[CH:14][CH:13]=[C:12]([F:16])[CH:11]=1)=O)C.FC(F)(F)C(O)=O, predict the reaction product. The product is: [F:16][C:12]1[CH:11]=[C:10]([C@@H:9]2[NH:17][C:18](=[O:24])[CH2:6][O:7][CH2:8]2)[CH:15]=[CH:14][CH:13]=1. (3) Given the reactants Cl[C:2]1[CH:11]=[CH:10][C:9]2[CH2:8][CH2:7][CH2:6][CH2:5][C:4]=2[N:3]=1.[NH2:12][C@@H:13]1[CH2:18][CH2:17][C@H:16]([NH:19][C:20](=[O:29])[C:21]2[CH:26]=[CH:25][C:24]([F:27])=[C:23]([Cl:28])[CH:22]=2)[CH2:15][CH2:14]1.C(O)CCC.C([O-])(O)=O.[Na+], predict the reaction product. The product is: [Cl:28][C:23]1[CH:22]=[C:21]([CH:26]=[CH:25][C:24]=1[F:27])[C:20]([NH:19][C@H:16]1[CH2:15][CH2:14][C@@H:13]([NH:12][C:2]2[CH:11]=[CH:10][C:9]3[CH2:8][CH2:7][CH2:6][CH2:5][C:4]=3[N:3]=2)[CH2:18][CH2:17]1)=[O:29]. (4) Given the reactants [CH3:1][O:2][CH2:3][CH2:4][CH2:5][O:6][C:7]1[CH:8]=[C:9]([CH:32]=[CH:33][C:34]=1[O:35][CH3:36])[CH2:10][C@H:11]([CH:29]([CH3:31])[CH3:30])[CH2:12][C@H:13]([NH2:28])[C@@H:14]([OH:27])[CH2:15][NH:16][C:17]([NH:19][CH2:20][C:21]([C:24](=[O:26])[NH2:25])([CH3:23])[CH3:22])=[O:18].[ClH:37].O1CCOCC1, predict the reaction product. The product is: [CH3:1][O:2][CH2:3][CH2:4][CH2:5][O:6][C:7]1[CH:8]=[C:9]([CH:32]=[CH:33][C:34]=1[O:35][CH3:36])[CH2:10][C@H:11]([CH:29]([CH3:31])[CH3:30])[CH2:12][C@H:13]([NH2:28])[C@@H:14]([OH:27])[CH2:15][NH:16][C:17]([NH:19][CH2:20][C:21]([C:24](=[O:26])[NH2:25])([CH3:22])[CH3:23])=[O:18].[ClH:37]. (5) Given the reactants [Cl:1][C:2]1[C:9]([Cl:10])=[CH:8][CH:7]=[CH:6][C:3]=1[CH:4]=O.[CH:11]1([NH2:14])[CH2:13][CH2:12]1, predict the reaction product. The product is: [Cl:1][C:2]1[C:9]([Cl:10])=[CH:8][CH:7]=[CH:6][C:3]=1[CH2:4][NH:14][CH:11]1[CH2:13][CH2:12]1. (6) Given the reactants [CH2:1]([O:3][C:4](=[O:39])[C:5]1[CH:10]=[CH:9][C:8]([N:11]2[CH:15]=[C:14]([C:16]3[CH:21]=[CH:20][C:19]([Cl:22])=[CH:18][C:17]=3[Cl:23])[N:13]=[C:12]2/[CH:24]=[CH:25]/[C:26]2[CH:31]=[CH:30][C:29]([C:32]3[CH:37]=[CH:36][CH:35]=[C:34]([NH2:38])[CH:33]=3)=[CH:28][CH:27]=2)=[CH:7][CH:6]=1)[CH3:2].[CH3:40][S:41](Cl)(=[O:43])=[O:42], predict the reaction product. The product is: [CH2:1]([O:3][C:4](=[O:39])[C:5]1[CH:10]=[CH:9][C:8]([N:11]2[CH:15]=[C:14]([C:16]3[CH:21]=[CH:20][C:19]([Cl:22])=[CH:18][C:17]=3[Cl:23])[N:13]=[C:12]2/[CH:24]=[CH:25]/[C:26]2[CH:31]=[CH:30][C:29]([C:32]3[CH:37]=[CH:36][CH:35]=[C:34]([NH:38][S:41]([CH3:40])(=[O:43])=[O:42])[CH:33]=3)=[CH:28][CH:27]=2)=[CH:7][CH:6]=1)[CH3:2]. (7) The product is: [C:2]1([C:28]2[CH:33]=[CH:32][CH:31]=[CH:30][CH:29]=2)[CH:7]=[CH:6][CH:5]=[C:4]([CH:8]2[N:12]([C:13]3[CH:18]=[CH:17][C:16]([F:19])=[CH:15][C:14]=3[F:20])[N:11]=[C:10]([C:21]([F:27])([F:26])[C:22]([F:25])([F:24])[F:23])[CH2:9]2)[CH:3]=1. Given the reactants Br[C:2]1[CH:3]=[C:4]([CH:8]2[N:12]([C:13]3[CH:18]=[CH:17][C:16]([F:19])=[CH:15][C:14]=3[F:20])[N:11]=[C:10]([C:21]([F:27])([F:26])[C:22]([F:25])([F:24])[F:23])[CH2:9]2)[CH:5]=[CH:6][CH:7]=1.[C:28]1(B(O)O)[CH:33]=[CH:32][CH:31]=[CH:30][CH:29]=1.C(=O)([O-])[O-].[Na+].[Na+], predict the reaction product. (8) Given the reactants [CH2:1]([C:3]([C:13]1[C:21]2[C:16](=[C:17]([NH2:22])[CH:18]=[CH:19][CH:20]=2)[NH:15][CH:14]=1)([C:6]1[CH:11]=[CH:10][C:9]([F:12])=[CH:8][CH:7]=1)[CH2:4][CH3:5])[CH3:2].[CH:23]([S:26](Cl)(=[O:28])=[O:27])([CH3:25])[CH3:24].N1C=CC=CC=1.C(=O)(O)[O-].[Na+], predict the reaction product. The product is: [CH2:1]([C:3]([C:13]1[C:21]2[C:16](=[C:17]([NH:22][S:26]([CH:23]([CH3:25])[CH3:24])(=[O:28])=[O:27])[CH:18]=[CH:19][CH:20]=2)[NH:15][CH:14]=1)([C:6]1[CH:7]=[CH:8][C:9]([F:12])=[CH:10][CH:11]=1)[CH2:4][CH3:5])[CH3:2]. (9) Given the reactants C(OC(=O)[NH:7][CH2:8][CH2:9][C:10]1[O:14][N:13]=[C:12]([CH2:15][CH3:16])[N:11]=1)(C)(C)C.[ClH:18], predict the reaction product. The product is: [ClH:18].[CH2:15]([C:12]1[N:11]=[C:10]([CH2:9][CH2:8][NH2:7])[O:14][N:13]=1)[CH3:16]. (10) Given the reactants [CH3:1][O:2][C:3](=[O:30])[CH2:4][C:5]1[CH:10]=[CH:9][CH:8]=[C:7]([O:11][C:12]2[CH:17]=[CH:16][C:15]([Br:18])=[CH:14][C:13]=2[CH2:19][NH:20][C@@H:21]([C:24]2[CH:29]=[CH:28][CH:27]=[CH:26][CH:25]=2)[CH2:22][OH:23])[CH:6]=1.C(N(CC)CC)C.[C:38](Cl)(Cl)=[O:39].CCOC(C)=O, predict the reaction product. The product is: [CH3:1][O:2][C:3](=[O:30])[CH2:4][C:5]1[CH:10]=[CH:9][CH:8]=[C:7]([O:11][C:12]2[CH:17]=[CH:16][C:15]([Br:18])=[CH:14][C:13]=2[CH2:19][N:20]2[C@@H:21]([C:24]3[CH:29]=[CH:28][CH:27]=[CH:26][CH:25]=3)[CH2:22][O:23][C:38]2=[O:39])[CH:6]=1.